This data is from Full USPTO retrosynthesis dataset with 1.9M reactions from patents (1976-2016). The task is: Predict the reactants needed to synthesize the given product. (1) Given the product [CH3:3][CH:4]([CH3:11])[CH2:5][CH2:6][C:7]([NH:1][NH2:2])=[O:8], predict the reactants needed to synthesize it. The reactants are: [NH2:1][NH2:2].[CH3:3][CH:4]([CH3:11])[CH2:5][CH2:6][C:7](OC)=[O:8]. (2) The reactants are: [Cl:1][C:2]1[CH:3]=[N:4][CH:5]=[C:6]([Cl:20])[C:7]=1[S:8][C:9]1[S:13][C:12]([C:14]([OH:16])=O)=[CH:11][C:10]=1[N+:17]([O-:19])=[O:18].[CH2:21]([NH2:27])[C:22]1[O:26][CH:25]=[CH:24][CH:23]=1. Given the product [Cl:20][C:6]1[CH:5]=[N:4][CH:3]=[C:2]([Cl:1])[C:7]=1[S:8][C:9]1[S:13][C:12]([C:14]([NH:27][CH2:21][C:22]2[O:26][CH:25]=[CH:24][CH:23]=2)=[O:16])=[CH:11][C:10]=1[N+:17]([O-:19])=[O:18], predict the reactants needed to synthesize it. (3) Given the product [C:34]1([N:7]([C:1]2[CH:2]=[CH:3][CH:4]=[CH:5][CH:6]=2)[CH2:8][C@H:9]([NH:14][C:15]([C:17]2[CH:18]=[C:19]3[C:23](=[CH:24][CH:25]=2)[NH:22][C:21]([C:26]2[CH:31]=[CH:30][N:29]=[C:28]([NH:32][CH3:33])[N:27]=2)=[CH:20]3)=[O:16])[C:10]2[O:11][C:40](=[O:41])[NH:13][N:12]=2)[CH:35]=[CH:36][CH:37]=[CH:38][CH:39]=1, predict the reactants needed to synthesize it. The reactants are: [C:1]1([N:7]([C:34]2[CH:39]=[CH:38][CH:37]=[CH:36][CH:35]=2)[CH2:8][C@H:9]([NH:14][C:15]([C:17]2[CH:18]=[C:19]3[C:23](=[CH:24][CH:25]=2)[NH:22][C:21]([C:26]2[CH:31]=[CH:30][N:29]=[C:28]([NH:32][CH3:33])[N:27]=2)=[CH:20]3)=[O:16])[C:10]([NH:12][NH2:13])=[O:11])[CH:6]=[CH:5][CH:4]=[CH:3][CH:2]=1.[C:40](Cl)(Cl)=[O:41].C1(C)C=CC=CC=1. (4) Given the product [Cl:21][C:22]([Cl:29])([Cl:28])[CH2:23][O:24][C:25]([N:11]1[C:10]2[CH2:9][N:8]([C:6]([O:5][C:1]([CH3:4])([CH3:2])[CH3:3])=[O:7])[CH2:20][CH2:19][C:18]=2[C:17]2[C:12]1=[CH:13][CH:14]=[CH:15][CH:16]=2)=[O:26], predict the reactants needed to synthesize it. The reactants are: [C:1]([O:5][C:6]([N:8]1[CH2:20][CH2:19][C:18]2[C:17]3[C:12](=[CH:13][CH:14]=[CH:15][CH:16]=3)[NH:11][C:10]=2[CH2:9]1)=[O:7])([CH3:4])([CH3:3])[CH3:2].[Cl:21][C:22]([Cl:29])([Cl:28])[CH2:23][O:24][C:25](Cl)=[O:26].[OH-].[Na+]. (5) The reactants are: [F:1][C:2]1[CH:23]=[C:22]([N+:24]([O-])=O)[CH:21]=[CH:20][C:3]=1[O:4][C:5]1[CH:10]=[CH:9][N:8]=[C:7]2[CH:11]=[C:12]([C:14]([NH:16][N:17](C)[CH3:18])=[O:15])[S:13][C:6]=12.[NH4+].[Cl-].O.[CH3:30]CO. Given the product [NH2:24][C:22]1[CH:21]=[CH:20][C:3]([O:4][C:5]2[CH:10]=[CH:9][N:8]=[C:7]3[CH:11]=[C:12]([C:14]([N:16]([CH3:30])[NH:17][CH3:18])=[O:15])[S:13][C:6]=23)=[C:2]([F:1])[CH:23]=1, predict the reactants needed to synthesize it. (6) Given the product [CH3:24][O:23][C:21]([C:18]1[CH:19]=[N:20][C:15]([N:13]2[CH2:12][CH2:11][C:6]3[NH:7][C:8]4[CH:9]=[CH:10][C:2]([C:36]5[S:37][C:33]([CH:31]=[O:32])=[CH:34][CH:35]=5)=[CH:3][C:4]=4[C:5]=3[CH2:14]2)=[N:16][CH:17]=1)=[O:22], predict the reactants needed to synthesize it. The reactants are: Br[C:2]1[CH:10]=[CH:9][C:8]2[NH:7][C:6]3[CH2:11][CH2:12][N:13]([C:15]4[N:20]=[CH:19][C:18]([C:21]([O:23][CH3:24])=[O:22])=[CH:17][N:16]=4)[CH2:14][C:5]=3[C:4]=2[CH:3]=1.C([O-])([O-])=O.[Cs+].[Cs+].[CH:31]([C:33]1[S:37][C:36](B(O)O)=[CH:35][CH:34]=1)=[O:32]. (7) Given the product [CH2:1]([O:3][C:4]([C@@H:6]1[CH2:8][C@H:7]1[C:9]1[CH:10]=[CH:11][C:12]([OH:15])=[CH:13][CH:14]=1)=[O:5])[CH3:2], predict the reactants needed to synthesize it. The reactants are: [CH2:1]([O:3][C:4]([C@@H:6]1[CH2:8][C@H:7]1[C:9]1[CH:14]=[CH:13][C:12]([O:15]C(C)(C)C)=[CH:11][CH:10]=1)=[O:5])[CH3:2].FC(F)(F)C(O)=O.